This data is from Reaction yield outcomes from USPTO patents with 853,638 reactions. The task is: Predict the reaction yield, written as a fraction of the theoretical maximum amount of product (1.0 means a 100% yield; for example, 0.34 means a 34% yield). (1) The reactants are C[O:2][C:3](=[O:17])[CH:4]([O:6][C:7]1[CH:12]=[CH:11][C:10]([NH:13]C(=O)C)=[CH:9][CH:8]=1)[CH3:5]. The catalyst is Cl. The product is [NH2:13][C:10]1[CH:9]=[CH:8][C:7]([O:6][CH:4]([CH3:5])[C:3]([OH:17])=[O:2])=[CH:12][CH:11]=1. The yield is 0.817. (2) The yield is 0.305. The catalyst is C(Cl)Cl. The product is [CH3:2][O:3][C:4]1[C:5]2[N:12]=[C:11]([NH:13][C:14]([N:16]3[CH2:17][CH2:18][N:19]([C:27](=[O:42])[C:26]4[CH:29]=[CH:30][C:23]([F:22])=[C:24]([C:31]([F:34])([F:33])[F:32])[CH:25]=4)[CH2:20][CH2:21]3)=[O:15])[S:10][C:6]=2[N:7]=[CH:8][N:9]=1. The reactants are Cl.[CH3:2][O:3][C:4]1[C:5]2[N:12]=[C:11]([NH:13][C:14]([N:16]3[CH2:21][CH2:20][NH:19][CH2:18][CH2:17]3)=[O:15])[S:10][C:6]=2[N:7]=[CH:8][N:9]=1.[F:22][C:23]1[CH:30]=[CH:29][C:26]([CH2:27]Cl)=[CH:25][C:24]=1[C:31]([F:34])([F:33])[F:32].C(N(CC)CC)C.[OH2:42].